This data is from Full USPTO retrosynthesis dataset with 1.9M reactions from patents (1976-2016). The task is: Predict the reactants needed to synthesize the given product. (1) Given the product [C:1]([CH:4]([CH2:10][CH2:11][CH:12]([CH3:14])[CH3:13])[C:5]([OH:7])=[O:6])(=[O:3])[CH3:2], predict the reactants needed to synthesize it. The reactants are: [C:1]([CH:4]([CH2:10][CH2:11][CH:12]([CH3:14])[CH3:13])[C:5]([O:7]CC)=[O:6])(=[O:3])[CH3:2].[OH-].[Na+]. (2) Given the product [CH3:10][N:11]([CH2:12][CH2:13][CH:14]1[CH2:15][CH2:16][N:17]([C:20]([O:22][CH2:23][C:24]2[CH:25]=[C:26]([Cl:31])[CH:27]=[C:28]([Cl:30])[CH:29]=2)=[O:21])[CH2:18][CH2:19]1)[C:7]([C:5]1[NH:6][C:2](=[O:1])[O:3][CH:4]=1)=[O:9], predict the reactants needed to synthesize it. The reactants are: [O:1]=[C:2]1[NH:6][C:5]([C:7]([OH:9])=O)=[CH:4][O:3]1.[CH3:10][NH:11][CH2:12][CH2:13][CH:14]1[CH2:19][CH2:18][N:17]([C:20]([O:22][CH2:23][C:24]2[CH:29]=[C:28]([Cl:30])[CH:27]=[C:26]([Cl:31])[CH:25]=2)=[O:21])[CH2:16][CH2:15]1. (3) Given the product [Br:13][CH:2]([CH3:3])[C:1]([CH:5]1[CH2:7][CH:6]1[C:8]([O:10][CH2:11][CH3:12])=[O:9])=[O:4], predict the reactants needed to synthesize it. The reactants are: [C:1]([CH:5]1[CH2:7][CH:6]1[C:8]([O:10][CH2:11][CH3:12])=[O:9])(=[O:4])[CH2:2][CH3:3].[Br-:13].[Br-].[Br-].C[N+](C)(C)C1C=CC=CC=1.C[N+](C1C=CC=CC=1)(C)C.C[N+](C1C=CC=CC=1)(C)C. (4) The reactants are: [N+:1]([C:4]1[CH:12]=[C:11]2[C:7]([CH:8]=[CH:9][NH:10]2)=[CH:6][CH:5]=1)([O-:3])=[O:2].[F:13][C:14]([F:25])([F:24])[C:15](O[C:15](=[O:16])[C:14]([F:25])([F:24])[F:13])=[O:16]. Given the product [F:13][C:14]([F:25])([F:24])[C:15]([C:8]1[C:7]2[C:11](=[CH:12][C:4]([N+:1]([O-:3])=[O:2])=[CH:5][CH:6]=2)[NH:10][CH:9]=1)=[O:16], predict the reactants needed to synthesize it.